From a dataset of Full USPTO retrosynthesis dataset with 1.9M reactions from patents (1976-2016). Predict the reactants needed to synthesize the given product. Given the product [I:3][C:4]1[CH:9]=[N:8][C:7]([C:10]2([NH:13][C:14]([C:16]3([NH:19][C:42]([C:39]4[N:38]5[C@@:34]([CH2:33][C:32]6[CH:31]=[CH:30][C:29]([C:27]#[N:28])=[CH:57][CH:56]=6)([CH3:55])[C:35](=[O:54])[N:36]([C:45]6[CH:46]=[C:47]([Cl:53])[C:48]([F:52])=[C:49]([Cl:51])[CH:50]=6)[C:37]5=[N:41][CH:40]=4)=[O:43])[CH2:18][CH2:17]3)=[O:15])[CH2:12][CH2:11]2)=[N:6][CH:5]=1, predict the reactants needed to synthesize it. The reactants are: Cl.Cl.[I:3][C:4]1[CH:5]=[N:6][C:7]([C:10]2([NH:13][C:14]([C:16]3([NH2:19])[CH2:18][CH2:17]3)=[O:15])[CH2:12][CH2:11]2)=[N:8][CH:9]=1.C(N(CC)CC)C.[C:27]([C:29]1[CH:57]=[CH:56][C:32]([CH2:33][C@@:34]2([CH3:55])[N:38]3[C:39]([C:42](Cl)=[O:43])=[CH:40][N:41]=[C:37]3[N:36]([C:45]3[CH:50]=[C:49]([Cl:51])[C:48]([F:52])=[C:47]([Cl:53])[CH:46]=3)[C:35]2=[O:54])=[CH:31][CH:30]=1)#[N:28].